Dataset: Full USPTO retrosynthesis dataset with 1.9M reactions from patents (1976-2016). Task: Predict the reactants needed to synthesize the given product. (1) Given the product [Cl:1][C:2]1[C:11]2[C:6](=[CH:7][CH:8]=[C:9]([C:12]([C:14]3[N:18]([CH3:19])[CH:17]=[N:16][CH:15]=3)=[O:13])[CH:10]=2)[N:5]=[C:4]([O:20][CH3:21])[C:3]=1[CH2:22][C:23]1[CH:24]=[CH:25][C:26]([C:29]([F:31])([F:30])[F:32])=[CH:27][CH:28]=1, predict the reactants needed to synthesize it. The reactants are: [Cl:1][C:2]1[C:11]2[C:6](=[CH:7][CH:8]=[C:9]([CH:12]([C:14]3[N:18]([CH3:19])[CH:17]=[N:16][CH:15]=3)[OH:13])[CH:10]=2)[N:5]=[C:4]([O:20][CH3:21])[C:3]=1[CH2:22][C:23]1[CH:28]=[CH:27][C:26]([C:29]([F:32])([F:31])[F:30])=[CH:25][CH:24]=1. (2) Given the product [C:12]1([NH:11][C:8]([C:5]2([C:3]([O:2][CH3:1])=[O:4])[CH2:7][CH2:6]2)=[O:10])[CH:17]=[CH:16][CH:15]=[CH:14][CH:13]=1, predict the reactants needed to synthesize it. The reactants are: [CH3:1][O:2][C:3]([C:5]1([C:8]([OH:10])=O)[CH2:7][CH2:6]1)=[O:4].[NH2:11][C:12]1[CH:17]=[CH:16][CH:15]=[CH:14][CH:13]=1.C(N(C(C)C)CC)(C)C.F[B-](F)(F)F.N1(OC(N(C)C)=[N+](C)C)C2C=CC=CC=2N=N1. (3) Given the product [CH3:20][C:15]1([CH3:21])[C:16]([CH3:19])([CH3:18])[O:17][B:13]([C:2]2[CH:3]=[C:4]([C:9]([F:12])([F:11])[F:10])[C:5]([NH2:8])=[N:6][CH:7]=2)[O:14]1, predict the reactants needed to synthesize it. The reactants are: Br[C:2]1[CH:3]=[C:4]([C:9]([F:12])([F:11])[F:10])[C:5]([NH2:8])=[N:6][CH:7]=1.[B:13]1([B:13]2[O:17][C:16]([CH3:19])([CH3:18])[C:15]([CH3:21])([CH3:20])[O:14]2)[O:17][C:16]([CH3:19])([CH3:18])[C:15]([CH3:21])([CH3:20])[O:14]1.C([O-])(=O)C.[K+]. (4) Given the product [C:1]([O:4][C:5](=[O:32])[NH:6][CH:7]1[CH2:12][CH2:11][CH:10]([NH:13][C:14](=[O:31])[C:15]2[CH:16]=[C:17]([O:22][C:23]3[CH:28]=[CH:27][C:26]([C:29]#[N:30])=[CH:25][CH:24]=3)[CH:18]=[C:19]([O:21][C:38]3[CH:37]=[CH:36][CH:35]=[C:34]([Br:33])[CH:39]=3)[CH:20]=2)[CH2:9][CH2:8]1)([CH3:44])([CH3:3])[CH3:2], predict the reactants needed to synthesize it. The reactants are: [CH:1]([O:4][C:5](=[O:32])[NH:6][CH:7]1[CH2:12][CH2:11][CH:10]([NH:13][C:14](=[O:31])[C:15]2[CH:20]=[C:19]([OH:21])[CH:18]=[C:17]([O:22][C:23]3[CH:28]=[CH:27][C:26]([C:29]#[N:30])=[CH:25][CH:24]=3)[CH:16]=2)[CH2:9][CH2:8]1)([CH3:3])[CH3:2].[Br:33][C:34]1[CH:35]=[C:36](B(O)O)[CH:37]=[CH:38][CH:39]=1.N1C=CC=C[CH:44]=1. (5) Given the product [CH3:1][O:2][C:3]1[C:15]2[O:14][C:9]3([CH2:10][CH2:11][CH2:12][CH2:13]3)[CH2:8][C:7]=2[C:6]([C:16]2[C:17]([CH3:23])([CH3:22])[C:18](=[O:21])[N:19]([CH:35]3[CH2:40][CH2:39][NH:38][CH2:37][CH2:36]3)[N:20]=2)=[CH:5][CH:4]=1, predict the reactants needed to synthesize it. The reactants are: [CH3:1][O:2][C:3]1[C:15]2[O:14][C:9]3([CH2:13][CH2:12][CH2:11][CH2:10]3)[CH2:8][C:7]=2[C:6]([C:16]2[C:17]([CH3:23])([CH3:22])[C:18](=[O:21])[NH:19][N:20]=2)=[CH:5][CH:4]=1.CC1C=CC(S(O[CH:35]2[CH2:40][CH2:39][N:38](C(OC(C)(C)C)=O)[CH2:37][CH2:36]2)(=O)=O)=CC=1. (6) Given the product [C:4]([C:6]1[C:22]([O:23][CH2:24][C@@H:25]([NH2:30])[CH2:26][CH:27]([CH3:28])[CH3:29])=[CH:21][C:9]2[N:10]([CH3:20])[C:11](=[O:19])[C:12]3[C:17]([C:8]=2[CH:7]=1)=[CH:16][CH:15]=[N:14][C:13]=3[CH3:18])(=[O:3])[CH3:5], predict the reactants needed to synthesize it. The reactants are: C([O:3][C:4]([C:6]1[C:22]([O:23][CH2:24][C@@H:25]([NH:30]C(=O)OC(C)(C)C)[CH2:26][CH:27]([CH3:29])[CH3:28])=[CH:21][C:9]2[N:10]([CH3:20])[C:11](=[O:19])[C:12]3[C:17]([C:8]=2[CH:7]=1)=[CH:16][CH:15]=[N:14][C:13]=3[CH3:18])=[CH2:5])C.Cl.O1CCOCC1. (7) Given the product [CH3:32][O:33][CH2:34][CH2:35][O:36][C:37]1[CH:45]=[CH:44][C:40]([C:41]([O:13][C:14]2[CH:15]=[CH:16][C:17](/[CH:20]=[CH:21]/[C:22]([O:24][CH2:25][CH2:26][CH2:27][CH2:28][CH2:29][CH2:30][Cl:31])=[O:23])=[CH:18][CH:19]=2)=[O:42])=[CH:39][CH:38]=1, predict the reactants needed to synthesize it. The reactants are: Cl.CN(C)CCCN=C=NCC.[OH:13][C:14]1[CH:19]=[CH:18][C:17](/[CH:20]=[CH:21]/[C:22]([O:24][CH2:25][CH2:26][CH2:27][CH2:28][CH2:29][CH2:30][Cl:31])=[O:23])=[CH:16][CH:15]=1.[CH3:32][O:33][CH2:34][CH2:35][O:36][C:37]1[CH:45]=[CH:44][C:40]([C:41](O)=[O:42])=[CH:39][CH:38]=1.